From a dataset of Full USPTO retrosynthesis dataset with 1.9M reactions from patents (1976-2016). Predict the reactants needed to synthesize the given product. (1) Given the product [CH3:34][C:3]1[CH:4]=[C:5]([CH:32]=[CH:33][C:2]=1[C:36]1[S:35][CH:39]=[CH:38][CH:37]=1)[C:6]([N:8]1[C:14]2[CH:15]=[CH:16][CH:17]=[CH:18][C:13]=2[CH2:12][N:11]2[C:19]([C:22]([NH:24][CH2:25][C:26]3[CH:27]=[N:28][CH:29]=[CH:30][CH:31]=3)=[O:23])=[CH:20][CH:21]=[C:10]2[CH2:9]1)=[O:7], predict the reactants needed to synthesize it. The reactants are: I[C:2]1[CH:33]=[CH:32][C:5]([C:6]([N:8]2[C:14]3[CH:15]=[CH:16][CH:17]=[CH:18][C:13]=3[CH2:12][N:11]3[C:19]([C:22]([NH:24][CH2:25][C:26]4[CH:27]=[N:28][CH:29]=[CH:30][CH:31]=4)=[O:23])=[CH:20][CH:21]=[C:10]3[CH2:9]2)=[O:7])=[CH:4][C:3]=1[CH3:34].[S:35]1[CH:39]=[CH:38][CH:37]=[C:36]1B(O)O.C(=O)([O-])[O-].[K+].[K+]. (2) Given the product [C:7]([O:10][N:12]1[CH2:15][CH:14]=[CH:19][NH:13]1)(=[O:11])[CH3:8], predict the reactants needed to synthesize it. The reactants are: C([O-])([O-])=O.[K+].[K+].[C:7]([OH:10])(=O)[CH3:8].[OH2:11].[NH2:12][NH2:13].[C:14]([O-])(=O)[CH3:15].[Pb+4].[C:19]([O-])(=O)C.C([O-])(=O)C.C([O-])(=O)C. (3) Given the product [OH:21][CH2:22][CH2:23][C:9]1[C:8]([O:7][CH3:6])=[CH:13][CH:12]=[CH:11][C:10]=1[NH:14][C:15](=[O:20])[C:16]([CH3:17])([CH3:19])[CH3:18], predict the reactants needed to synthesize it. The reactants are: C([Li])C(C)C.[CH3:6][O:7][C:8]1[CH:9]=[C:10]([NH:14][C:15](=[O:20])[C:16]([CH3:19])([CH3:18])[CH3:17])[CH:11]=[CH:12][CH:13]=1.[O:21]1[CH2:23][CH2:22]1. (4) The reactants are: [C:1]([C:5]1[NH:13][C:12]2[C:7](=[N:8][C:9](Cl)=[CH:10][CH:11]=2)[CH:6]=1)([CH3:4])([CH3:3])[CH3:2].[NH3:15]. Given the product [C:1]([C:5]1[NH:13][C:12]2[C:7](=[N:8][C:9]([NH2:15])=[CH:10][CH:11]=2)[CH:6]=1)([CH3:4])([CH3:3])[CH3:2], predict the reactants needed to synthesize it. (5) Given the product [NH2:5][C:6]1[C:38]([Br:39])=[CH:37][C:9]([CH2:10][C@H:11]([C:22]([N:24]2[CH2:29][CH2:28][CH:27]([CH:30]3[CH2:35][CH2:34][N:33]([CH3:36])[CH2:32][CH2:31]3)[CH2:26][CH2:25]2)=[O:23])[NH:12][C:13]([N:15]2[CH2:20][CH2:19][CH:18]([NH2:2])[CH2:17][CH2:16]2)=[O:14])=[CH:8][C:7]=1[Br:40], predict the reactants needed to synthesize it. The reactants are: C([BH3-])#[N:2].[Na+].[NH2:5][C:6]1[C:38]([Br:39])=[CH:37][C:9]([CH2:10][C@H:11]([C:22]([N:24]2[CH2:29][CH2:28][CH:27]([CH:30]3[CH2:35][CH2:34][N:33]([CH3:36])[CH2:32][CH2:31]3)[CH2:26][CH2:25]2)=[O:23])[NH:12][C:13]([N:15]2[CH2:20][CH2:19][C:18](=O)[CH2:17][CH2:16]2)=[O:14])=[CH:8][C:7]=1[Br:40].C([O-])(=O)C.[NH4+].Cl. (6) The reactants are: [C:1]([O:5][C:6](=[O:22])[N:7]([CH2:9][C@H:10]1[CH2:15][CH2:14][C@H:13]([O:16][CH2:17][CH2:18][CH2:19][CH2:20][OH:21])[CH2:12][CH2:11]1)[CH3:8])([CH3:4])([CH3:3])C.Cl.ClC(OC1C=[CH:32][C:31]([Cl:34])=[CH:30]C=1)=O. Given the product [Cl:34][C:31]1[CH:32]=[CH:3][C:1]([O:5][C:6](=[O:22])[N:7]([CH2:9][C@H:10]2[CH2:11][CH2:12][C@H:13]([O:16][CH2:17][CH2:18][CH2:19][CH2:20][OH:21])[CH2:14][CH2:15]2)[CH3:8])=[CH:4][CH:30]=1, predict the reactants needed to synthesize it. (7) Given the product [CH3:3][O:4][C:5]1[C:14]([CH2:15][CH2:16][CH3:17])=[C:13]2[C:8]([CH:9]=[C:10]([C:19]([NH:21][C:22]3[CH:27]=[CH:26][C:25]([S:28]([NH:31][CH3:32])(=[O:30])=[O:29])=[CH:24][C:23]=3[CH3:37])=[O:20])[C:11](=[O:18])[O:12]2)=[CH:7][CH:6]=1, predict the reactants needed to synthesize it. The reactants are: CN.[CH3:3][O:4][C:5]1[C:14]([CH2:15][CH2:16][CH3:17])=[C:13]2[C:8]([CH:9]=[C:10]([C:19]([NH:21][C:22]3[CH:27]=[CH:26][C:25]([S:28]([NH:31][CH2:32]CC(O)=O)(=[O:30])=[O:29])=[CH:24][C:23]=3[CH3:37])=[O:20])[C:11](=[O:18])[O:12]2)=[CH:7][CH:6]=1. (8) Given the product [C:4]([NH2:2])(=[O:12])[CH2:5][CH2:6][CH2:7][CH2:8][CH2:9][CH2:10][CH3:11], predict the reactants needed to synthesize it. The reactants are: C[NH:2]C.[C:4](Cl)(=[O:12])[CH2:5][CH2:6][CH2:7][CH2:8][CH2:9][CH2:10][CH3:11].